This data is from Full USPTO retrosynthesis dataset with 1.9M reactions from patents (1976-2016). The task is: Predict the reactants needed to synthesize the given product. (1) Given the product [NH3:3].[CH3:35][C:36]1([C:42]2[CH:43]=[C:44]([NH:48][S:49]([CH3:52])(=[O:51])=[O:50])[CH:45]=[CH:46][CH:47]=2)[CH:41]2[CH:37]1[CH2:38][N:39]([C:32](=[O:34])/[CH:31]=[CH:30]/[C:25]1[CH:26]=[CH:27][CH:28]=[CH:29][N:24]=1)[CH2:40]2, predict the reactants needed to synthesize it. The reactants are: O.O[N:3]1C2C=CC=CC=2N=N1.Cl.CN(C)CCCN=C=NCC.[N:24]1[CH:29]=[CH:28][CH:27]=[CH:26][C:25]=1/[CH:30]=[CH:31]/[C:32]([OH:34])=O.[CH3:35][C:36]1([C:42]2[CH:43]=[C:44]([NH:48][S:49]([CH3:52])(=[O:51])=[O:50])[CH:45]=[CH:46][CH:47]=2)[CH:41]2[CH:37]1[CH2:38][NH:39][CH2:40]2.C(=O)([O-])O.[Na+]. (2) Given the product [F:12][C:9]1[CH:10]=[CH:11][C:6]([C@H:3]2[CH2:4][O:5][C:17](=[O:18])[NH:2]2)=[CH:7][CH:8]=1, predict the reactants needed to synthesize it. The reactants are: Cl.[NH2:2][C@@H:3]([C:6]1[CH:11]=[CH:10][C:9]([F:12])=[CH:8][CH:7]=1)[CH2:4][OH:5].[OH-].[K+].C1C[O:18][CH2:17]C1.C(=O)(OC(Cl)(Cl)Cl)OC(Cl)(Cl)Cl. (3) Given the product [Cl:1][C:2]1[CH:21]=[C:20]([Cl:22])[CH:19]=[CH:18][C:3]=1[CH2:4][CH:5]1[CH2:9][CH2:8][N:7]([C@H:10]2[CH2:11][CH2:12][C@@H:13]([O:16][Si:36]([C:39]([CH3:42])([CH3:41])[CH3:40])([CH3:38])[CH3:37])[CH2:14][CH2:15]2)[C:6]1=[O:17], predict the reactants needed to synthesize it. The reactants are: [Cl:1][C:2]1[CH:21]=[C:20]([Cl:22])[CH:19]=[CH:18][C:3]=1[CH2:4][CH:5]1[CH2:9][CH2:8][N:7]([C@H:10]2[CH2:15][CH2:14][C@@H:13]([OH:16])[CH2:12][CH2:11]2)[C:6]1=[O:17].C(N(CC)CC)C.FC(F)(F)S(O[Si:36]([C:39]([CH3:42])([CH3:41])[CH3:40])([CH3:38])[CH3:37])(=O)=O. (4) Given the product [F:18][C:15]1[CH:16]=[CH:17][C:12]([S:11][C:10]2[C:5]([C:3]([OH:4])=[O:2])=[N:6][C:7]([S:19][C:20]3[NH:24][CH:23]=[N:22][N:21]=3)=[CH:8][N:9]=2)=[CH:13][CH:14]=1, predict the reactants needed to synthesize it. The reactants are: C[O:2][C:3]([C:5]1[C:10]([S:11][C:12]2[CH:17]=[CH:16][C:15]([F:18])=[CH:14][CH:13]=2)=[N:9][CH:8]=[C:7]([S:19][C:20]2[NH:24][CH:23]=[N:22][N:21]=2)[N:6]=1)=[O:4].[OH-].[Na+].Cl. (5) Given the product [Si:33]([O:22][CH2:21][CH2:20][CH2:19][C@H:18]([C@@H:17]1[C@:24]2([CH3:32])[C@H:14]([C@H:13]3[C@H:27]([CH2:26][CH2:25]2)[C@:28]2([CH3:31])[C:10]([CH2:9][C@@H:8]([O:7][CH:2]4[CH2:3][CH2:4][CH2:5][CH2:6][O:1]4)[CH2:30][CH2:29]2)=[CH:11][CH2:12]3)[CH2:15][CH2:16]1)[CH3:23])([C:36]([CH3:39])([CH3:38])[CH3:37])([CH3:35])[CH3:34], predict the reactants needed to synthesize it. The reactants are: [O:1]1[CH2:6][CH2:5][CH2:4][CH2:3][CH:2]1[O:7][C@H:8]1[CH2:30][CH2:29][C@@:28]2([CH3:31])[C:10](=[CH:11][CH2:12][C@@H:13]3[C@@H:27]2[CH2:26][CH2:25][C@@:24]2([CH3:32])[C@H:14]3[CH2:15][CH2:16][C@@H:17]2[C@H:18]([CH3:23])[CH2:19][CH2:20][CH2:21][OH:22])[CH2:9]1.[Si:33](Cl)([C:36]([CH3:39])([CH3:38])[CH3:37])([CH3:35])[CH3:34].N1C=CN=C1.C([O-])(O)=O.[Na+]. (6) Given the product [CH2:32]([O:31][C:29](=[O:30])[N:22]([S:23]([CH3:26])(=[O:25])=[O:24])[N:11]1[C:10](=[O:27])[C:9]2[C:14](=[CH:15][C:16]([C:17]([F:19])([F:20])[F:18])=[C:7]([N:3]3[CH:4]=[CH:5][N:6]=[C:2]3[CH3:1])[CH:8]=2)[NH:13][C:12]1=[O:21])[CH:33]([CH3:35])[CH3:34], predict the reactants needed to synthesize it. The reactants are: [CH3:1][C:2]1[N:3]([C:7]2[CH:8]=[C:9]3[C:14](=[CH:15][C:16]=2[C:17]([F:20])([F:19])[F:18])[NH:13][C:12](=[O:21])[N:11]([NH:22][S:23]([CH3:26])(=[O:25])=[O:24])[C:10]3=[O:27])[CH:4]=[CH:5][N:6]=1.Cl[C:29]([O:31][CH2:32][CH:33]([CH3:35])[CH3:34])=[O:30]. (7) Given the product [F:1][C:2]1[CH:52]=[CH:51][C:50]([F:53])=[CH:49][C:3]=1[C:4]([NH:6][C:7]1[CH:12]=[CH:11][CH:10]=[C:9]([C:13]2[C:21]([C:22]3[CH:27]=[CH:26][N:25]=[C:24]([NH:28][C:29]4[CH:34]=[CH:33][CH:32]=[C:31]([CH2:35][NH:36][CH2:43][CH2:44][S:45]([CH3:48])(=[O:47])=[O:46])[CH:30]=4)[N:23]=3)=[C:16]3[CH:17]=[CH:18][CH:19]=[CH:20][N:15]3[N:14]=2)[CH:8]=1)=[O:5], predict the reactants needed to synthesize it. The reactants are: [F:1][C:2]1[CH:52]=[CH:51][C:50]([F:53])=[CH:49][C:3]=1[C:4]([NH:6][C:7]1[CH:12]=[CH:11][CH:10]=[C:9]([C:13]2[C:21]([C:22]3[CH:27]=[CH:26][N:25]=[C:24]([NH:28][C:29]4[CH:34]=[CH:33][CH:32]=[C:31]([CH2:35][N:36]([CH2:43][CH2:44][S:45]([CH3:48])(=[O:47])=[O:46])C(=O)C(F)(F)F)[CH:30]=4)[N:23]=3)=[C:16]3[CH:17]=[CH:18][CH:19]=[CH:20][N:15]3[N:14]=2)[CH:8]=1)=[O:5].O.O[Li].O. (8) Given the product [OH:15][C:9]1[C:10]2[CH:11]=[CH:12][S:13][C:14]=2[C:6]([CH:2]=[O:1])=[CH:7][CH:8]=1, predict the reactants needed to synthesize it. The reactants are: [OH:1][CH:2]([C:6]1[C:14]2[S:13][CH:12]=[CH:11][C:10]=2[C:9]([OH:15])=[CH:8][CH:7]=1)C(O)=O.C(O)C.S(=O)(=O)(O)O.C(OC(C)C)(=O)C. (9) Given the product [F:46][C:47]1[CH:48]=[C:49]([C:59]2[CH:60]=[C:61]3[C:67]([C:68]4[CH:69]=[N:70][N:71]([CH2:73][C:74]5[CH:79]=[CH:78][CH:77]=[C:76]([F:80])[CH:75]=5)[CH:72]=4)=[CH:66][N:65]([S:81]([C:84]4[CH:90]=[CH:89][C:87]([CH3:88])=[CH:86][CH:85]=4)(=[O:82])=[O:83])[C:62]3=[N:63][CH:64]=2)[CH:50]=[N:51][C:52]=1[N:53]1[CH2:58][CH2:57][N:56]([CH3:3])[CH2:55][CH2:54]1, predict the reactants needed to synthesize it. The reactants are: Cl.F[C:3]1C=C(C=CC=1)CN1C=C(C2C3C(=NC=C(C4C=CC(C5CCNCC5)=CC=4)C=3)N(S(C3C=CC(C)=CC=3)(=O)=O)C=2)C=N1.[F:46][C:47]1[CH:48]=[C:49]([C:59]2[CH:60]=[C:61]3[C:67]([C:68]4[CH:69]=[N:70][N:71]([CH2:73][C:74]5[CH:79]=[CH:78][CH:77]=[C:76]([F:80])[CH:75]=5)[CH:72]=4)=[CH:66][N:65]([S:81]([C:84]4[CH:90]=[CH:89][C:87]([CH3:88])=[CH:86][CH:85]=4)(=[O:83])=[O:82])[C:62]3=[N:63][CH:64]=2)[CH:50]=[N:51][C:52]=1[N:53]1[CH2:58][CH2:57][NH:56][CH2:55][CH2:54]1.C=O.[BH-](OC(C)=O)(OC(C)=O)OC(C)=O.[Na+].